This data is from Full USPTO retrosynthesis dataset with 1.9M reactions from patents (1976-2016). The task is: Predict the reactants needed to synthesize the given product. Given the product [NH2:1][C:2]1[N:7]=[CH:6][C:5]([O:8][C:9]2[CH:18]=[C:17]([F:19])[CH:16]=[CH:15][C:10]=2[C:11]([O:13][CH3:14])=[O:12])=[CH:4][C:3]=1[Br:20], predict the reactants needed to synthesize it. The reactants are: [NH2:1][C:2]1[N:7]=[CH:6][C:5]([O:8][C:9]2[CH:18]=[C:17]([F:19])[CH:16]=[CH:15][C:10]=2[C:11]([O:13][CH3:14])=[O:12])=[CH:4][CH:3]=1.[Br:20]N1C(=O)CCC1=O.